From a dataset of Full USPTO retrosynthesis dataset with 1.9M reactions from patents (1976-2016). Predict the reactants needed to synthesize the given product. (1) Given the product [Cl:1][C:2]1[C:7]2[C:8](=[O:12])[NH:9][CH2:10][C:6]=2[C:5]([F:13])=[C:4]([F:14])[N:3]=1, predict the reactants needed to synthesize it. The reactants are: [Cl:1][C:2]1[C:7]2[C:8](=[O:12])[NH:9][CH:10](O)[C:6]=2[C:5]([F:13])=[C:4]([F:14])[N:3]=1.FC(F)(F)C(O)=O.C([SiH](CC)CC)C. (2) Given the product [NH2:34][CH2:33][CH2:32][NH:35][C:2]1[N:7]=[C:6]([C:8]([N:10]2[CH2:15][CH2:14][CH:13]([N:16]3[CH2:20][CH2:19][CH2:18][CH2:17]3)[CH2:12][CH2:11]2)=[O:9])[C:5]([CH3:21])=[CH:4][C:3]=1[C:22]1[CH:27]=[CH:26][CH:25]=[C:24]([C:28]([F:31])([F:30])[F:29])[CH:23]=1, predict the reactants needed to synthesize it. The reactants are: Cl[C:2]1[N:7]=[C:6]([C:8]([N:10]2[CH2:15][CH2:14][CH:13]([N:16]3[CH2:20][CH2:19][CH2:18][CH2:17]3)[CH2:12][CH2:11]2)=[O:9])[C:5]([CH3:21])=[CH:4][C:3]=1[C:22]1[CH:27]=[CH:26][CH:25]=[C:24]([C:28]([F:31])([F:30])[F:29])[CH:23]=1.[CH2:32]([NH2:35])[CH2:33][NH2:34].C1(P(C2C=CC=CC=2)C2C=CC3C(=CC=CC=3)C=2C2C3C(=CC=CC=3)C=CC=2P(C2C=CC=CC=2)C2C=CC=CC=2)C=CC=CC=1.C(=O)([O-])[O-].[Cs+].[Cs+]. (3) Given the product [C:1]1([C:11]2[C:28]3[C:19](=[CH:20][C:21]4[CH:22]=[CH:23][CH:24]=[CH:25][C:26]=4[CH:27]=3)[CH:18]=[C:17]3[C:12]=2[C:13]2[CH:44]=[CH:43][C:42]4[C:29](=[CH:30][C:31]5[C:40]([CH:41]=4)=[CH:39][C:38]4[C:33](=[CH:34][C:35]([C:1]6[CH:6]=[CH:5][CH:4]=[CH:3][CH:2]=6)=[CH:36][CH:37]=4)[CH:32]=5)[C:14]=2[CH:15]=[CH:16]3)[CH:6]=[CH:5][CH:4]=[CH:3][CH:2]=1, predict the reactants needed to synthesize it. The reactants are: [C:1]1(B(O)O)[CH:6]=[CH:5][CH:4]=[CH:3][CH:2]=1.Br[C:11]1[C:28]2[C:19](=[CH:20][C:21]3[CH:22]=[CH:23][CH:24]=[CH:25][C:26]=3[CH:27]=2)[CH:18]=[C:17]2[C:12]=1[C:13]1[CH:44]=[CH:43][C:42]3[C:29](=[CH:30][C:31]4[C:40]([CH:41]=3)=[CH:39][C:38]3[C:33](=[CH:34][C:35](Br)=[CH:36][CH:37]=3)[CH:32]=4)[C:14]=1[CH:15]=[CH:16]2. (4) Given the product [CH3:43][N:44]([CH3:45])[CH2:46][C:47]([N:1]1[CH2:6][CH2:5][CH:4]([NH:7][C:8]2[CH:9]=[C:10]([S:14][C:15]3[CH:20]=[CH:19][C:18]([CH:21]=[CH:22][C:23]([OH:25])=[O:24])=[C:17]([C:26]([F:28])([F:27])[F:29])[C:16]=3[C:30]([F:31])([F:33])[F:32])[CH:11]=[CH:12][CH:13]=2)[CH2:3][CH2:2]1)=[O:48], predict the reactants needed to synthesize it. The reactants are: [NH:1]1[CH2:6][CH2:5][CH:4]([NH:7][C:8]2[CH:9]=[C:10]([S:14][C:15]3[CH:20]=[CH:19][C:18]([CH:21]=[CH:22][C:23]([OH:25])=[O:24])=[C:17]([C:26]([F:29])([F:28])[F:27])[C:16]=3[C:30]([F:33])([F:32])[F:31])[CH:11]=[CH:12][CH:13]=2)[CH2:3][CH2:2]1.CCN(C(C)C)C(C)C.[CH3:43][N:44]([CH2:46][C:47](Cl)=[O:48])[CH3:45]. (5) Given the product [C:11]([C:3]1[NH:4][C:5]([C:7]([CH3:10])([CH3:8])[CH3:9])=[CH:6][C:2]=1[NH:1][C:21]([NH:25][C:26]1[CH:31]=[CH:30][C:29]([CH3:32])=[CH:28][CH:27]=1)=[O:22])([O:13][CH3:14])=[O:12], predict the reactants needed to synthesize it. The reactants are: [NH2:1][C:2]1[CH:6]=[C:5]([C:7]([CH3:10])([CH3:9])[CH3:8])[NH:4][C:3]=1[C:11]([O:13][CH3:14])=[O:12].N1C=CC=CC=1.[C:21](Cl)(Cl)=[O:22].[NH2:25][C:26]1[CH:31]=[CH:30][C:29]([CH3:32])=[CH:28][CH:27]=1. (6) Given the product [ClH:35].[ClH:35].[O:7]=[C:8]([CH2:9][N:10]1[CH2:15][CH2:14][CH:13]([CH2:16][CH2:17][N:18]2[CH2:19][CH2:20][N:21]([C:24]3[CH:29]=[CH:28][CH:27]=[C:26]([C:30]([F:33])([F:32])[F:31])[CH:25]=3)[CH2:22][CH2:23]2)[CH2:12][CH2:11]1)[CH2:3][C:2]#[N:4], predict the reactants needed to synthesize it. The reactants are: [K].[C:2](#[N:4])[CH3:3].C([O:7][C:8](=O)[CH2:9][N:10]1[CH2:15][CH2:14][CH:13]([CH2:16][CH2:17][N:18]2[CH2:23][CH2:22][N:21]([C:24]3[CH:29]=[CH:28][CH:27]=[C:26]([C:30]([F:33])([F:32])[F:31])[CH:25]=3)[CH2:20][CH2:19]2)[CH2:12][CH2:11]1)C.[ClH:35].